Dataset: Full USPTO retrosynthesis dataset with 1.9M reactions from patents (1976-2016). Task: Predict the reactants needed to synthesize the given product. (1) Given the product [Cl-:1].[C:21]1([CH3:22])[CH:20]=[C:19]([CH3:23])[CH:18]=[C:17]([CH3:24])[C:16]=1[NH+:15]1[CH2:3][CH2:2][N:13]([C:6]2[C:7]([CH3:12])=[CH:8][C:9]([CH3:11])=[CH:10][C:5]=2[CH3:25])[CH2:14]1, predict the reactants needed to synthesize it. The reactants are: [Cl:1][CH:2](Cl)[CH3:3].[C:5]1([CH3:25])[CH:10]=[C:9]([CH3:11])[CH:8]=[C:7]([CH3:12])[C:6]=1[NH:13][CH:14]=[N:15][C:16]1[C:21]([CH3:22])=[CH:20][C:19]([CH3:23])=[CH:18][C:17]=1[CH3:24]. (2) Given the product [CH:5]1[C:6]2[C:11](=[CH:10][CH:9]=[CH:8][CH:7]=2)[CH:12]=[CH:13][C:4]=1[C:1]1[O:3][CH:15]=[C:16]([CH2:17][C:18]([OH:20])=[O:19])[N:2]=1, predict the reactants needed to synthesize it. The reactants are: [C:1]([C:4]1[CH:13]=[CH:12][C:11]2[C:6](=[CH:7][CH:8]=[CH:9][CH:10]=2)[CH:5]=1)(=[O:3])[NH2:2].Cl[CH2:15][C:16](=O)[CH2:17][C:18]([O:20]CC)=[O:19].